From a dataset of Forward reaction prediction with 1.9M reactions from USPTO patents (1976-2016). Predict the product of the given reaction. (1) Given the reactants [CH2:1]([C:3]1[CH:9]=[CH:8][CH:7]=[C:6]([N+:10]([O-:12])=[O:11])[C:4]=1N)[CH3:2].[BrH:13].N([O-])=O.[Na+], predict the reaction product. The product is: [Br:13][C:4]1[C:6]([N+:10]([O-:12])=[O:11])=[CH:7][CH:8]=[CH:9][C:3]=1[CH2:1][CH3:2]. (2) Given the reactants [F:1][CH:2]([F:14])[C:3]1[NH:7][C:6]2[CH:8]=[CH:9][CH:10]=[C:11]([O:12][CH3:13])[C:5]=2[N:4]=1.Cl[C:16]1[N:21]=[C:20]2[N:22]([CH:25]3[CH2:30][CH2:29][N:28]([C:31]([O:33][C:34]([CH3:37])([CH3:36])[CH3:35])=[O:32])[CH2:27][CH2:26]3)[N:23]=[CH:24][C:19]2=[C:18]([N:38]2[CH2:43][CH2:42][O:41][CH2:40][CH2:39]2)[N:17]=1.C([O-])([O-])=O.[K+].[K+].C(Cl)Cl.CCOC(C)=O, predict the reaction product. The product is: [F:14][CH:2]([F:1])[C:3]1[N:7]([C:16]2[N:21]=[C:20]3[N:22]([CH:25]4[CH2:26][CH2:27][N:28]([C:31]([O:33][C:34]([CH3:37])([CH3:36])[CH3:35])=[O:32])[CH2:29][CH2:30]4)[N:23]=[CH:24][C:19]3=[C:18]([N:38]3[CH2:39][CH2:40][O:41][CH2:42][CH2:43]3)[N:17]=2)[C:6]2[CH:8]=[CH:9][CH:10]=[C:11]([O:12][CH3:13])[C:5]=2[N:4]=1. (3) Given the reactants [CH:1]([N:4](CC)C(C)C)(C)C.CN(C(ON1N=NC2C=CC=NC1=2)=[N+](C)C)C.F[P-](F)(F)(F)(F)F.[CH3:34][C:35]([O:38][C:39]([NH:41][C@H:42]([C:54]([OH:56])=O)[CH2:43][C:44]([O:46][CH2:47][C:48]1[CH:53]=[CH:52][CH:51]=[CH:50][CH:49]=1)=[O:45])=[O:40])([CH3:37])[CH3:36].Cl.CN, predict the reaction product. The product is: [CH3:34][C:35]([O:38][C:39]([NH:41][C@H:42]([C:54](=[O:56])[NH:4][CH3:1])[CH2:43][C:44]([O:46][CH2:47][C:48]1[CH:53]=[CH:52][CH:51]=[CH:50][CH:49]=1)=[O:45])=[O:40])([CH3:37])[CH3:36]. (4) Given the reactants Br[C:2]1[N:10]([CH2:11][C:12]2[CH:17]=[CH:16][C:15]([Cl:18])=[CH:14][CH:13]=2)[C:9]2[C:8](=[O:19])[N:7]([CH2:20][CH2:21][C:22]3([OH:25])[CH2:24][CH2:23]3)[C:6](=[O:26])[N:5]([CH3:27])[C:4]=2[N:3]=1.[CH3:28][C:29]1[N:34]=[CH:33][C:32]([OH:35])=[CH:31][CH:30]=1.C(=O)([O-])[O-].[K+].[K+], predict the reaction product. The product is: [Cl:18][C:15]1[CH:16]=[CH:17][C:12]([CH2:11][N:10]2[C:9]3[C:8](=[O:19])[N:7]([CH2:20][CH2:21][C:22]4([OH:25])[CH2:24][CH2:23]4)[C:6](=[O:26])[N:5]([CH3:27])[C:4]=3[N:3]=[C:2]2[O:35][C:32]2[CH:33]=[N:34][C:29]([CH3:28])=[CH:30][CH:31]=2)=[CH:13][CH:14]=1.